Dataset: Peptide-MHC class II binding affinity with 134,281 pairs from IEDB. Task: Regression. Given a peptide amino acid sequence and an MHC pseudo amino acid sequence, predict their binding affinity value. This is MHC class II binding data. (1) The peptide sequence is SSYAATEVANAAAAS. The MHC is DRB1_0701 with pseudo-sequence DRB1_0701. The binding affinity (normalized) is 0.467. (2) The peptide sequence is VATLSEALRIIAGTLEVHAV. The MHC is DRB1_0802 with pseudo-sequence DRB1_0802. The binding affinity (normalized) is 0.453. (3) The peptide sequence is LASVAMCRTPFSLAEHHHHHH. The MHC is DRB5_0101 with pseudo-sequence DRB5_0101. The binding affinity (normalized) is 0.797. (4) The peptide sequence is RKVAELVHFLLLKYR. The MHC is DRB1_1101 with pseudo-sequence DRB1_1101. The binding affinity (normalized) is 0.212. (5) The peptide sequence is KGSNDHYLALLVKYA. The MHC is HLA-DPA10201-DPB11401 with pseudo-sequence HLA-DPA10201-DPB11401. The binding affinity (normalized) is 0.197. (6) The MHC is DRB1_0802 with pseudo-sequence DRB1_0802. The peptide sequence is AFKVTATAANAAPAN. The binding affinity (normalized) is 0.757. (7) The peptide sequence is AALPLLFFALAGQRI. The MHC is DRB1_0405 with pseudo-sequence DRB1_0405. The binding affinity (normalized) is 0.590. (8) The peptide sequence is LTILIRTGLLVISGL. The MHC is DRB1_1501 with pseudo-sequence DRB1_1501. The binding affinity (normalized) is 0.399. (9) The peptide sequence is EKKYFAATQFEPWAA. The MHC is HLA-DPA10201-DPB10501 with pseudo-sequence HLA-DPA10201-DPB10501. The binding affinity (normalized) is 0.844.